From a dataset of Forward reaction prediction with 1.9M reactions from USPTO patents (1976-2016). Predict the product of the given reaction. (1) Given the reactants [NH2:1][C:2]1[CH:9]=[CH:8][C:7]([Cl:10])=[CH:6][C:3]=1[CH:4]=O.[F:11][C:12]1[CH:17]=[CH:16][CH:15]=[C:14]([O:18][CH3:19])[C:13]=1[CH2:20][CH2:21][C:22]#[N:23].O1CCOCC1, predict the reaction product. The product is: [Cl:10][C:7]1[CH:6]=[C:3]2[C:2](=[CH:9][CH:8]=1)[N:1]=[C:22]([NH2:23])[C:21]([CH2:20][C:13]1[C:14]([O:18][CH3:19])=[CH:15][CH:16]=[CH:17][C:12]=1[F:11])=[CH:4]2. (2) Given the reactants [O:1]1[CH2:6][CH2:5][CH:4]([N:7]2[CH:11]=[C:10](B(O)O)[CH:9]=[N:8]2)[CH2:3][CH2:2]1.[OH-:15].[Na+].OO.Cl, predict the reaction product. The product is: [O:1]1[CH2:6][CH2:5][CH:4]([N:7]2[CH:11]=[C:10]([OH:15])[CH:9]=[N:8]2)[CH2:3][CH2:2]1. (3) Given the reactants [CH:1]([C:3]1[CH:11]=[CH:10][CH:9]=[CH:8][C:4]=1[C:5]([OH:7])=O)=O.[NH2:12][CH2:13][CH2:14][C:15]1[CH:20]=[CH:19][CH:18]=[CH:17][N:16]=1.C(O[BH-](OC(=O)C)OC(=O)C)(=O)C.[Na+].C(=O)([O-])[O-].[K+].[K+], predict the reaction product. The product is: [N:16]1[CH:17]=[CH:18][CH:19]=[CH:20][C:15]=1[CH2:14][CH2:13][N:12]1[CH2:1][C:3]2[C:4](=[CH:8][CH:9]=[CH:10][CH:11]=2)[C:5]1=[O:7]. (4) Given the reactants [C:1]1([CH2:7][CH2:8][CH2:9][OH:10])[CH:6]=[CH:5][CH:4]=[CH:3][CH:2]=1.[H-].[Na+].Cl[S:14]([N:17]=C=O)(=[O:16])=[O:15].C(O)=O, predict the reaction product. The product is: [S:14](=[O:16])(=[O:15])([O:10][CH2:9][CH2:8][CH2:7][C:1]1[CH:6]=[CH:5][CH:4]=[CH:3][CH:2]=1)[NH2:17]. (5) Given the reactants [CH:1]1[C:9]2[C:8]3[CH:10]=[CH:11][CH:12]=[CH:13][C:7]=3[S:6][C:5]=2[CH:4]=[CH:3][C:2]=1[N:14]1[C:26]2[CH:25]=[CH:24][CH:23]=[CH:22][C:21]=2[C:20]2[C:15]1=[CH:16][CH:17]=[CH:18][CH:19]=2.C([Li])CCC.CCCCCC.C(O[B:42]1[O:46][C:45]([CH3:48])([CH3:47])[C:44]([CH3:50])([CH3:49])[O:43]1)(C)C, predict the reaction product. The product is: [CH3:49][C:44]1([CH3:50])[C:45]([CH3:48])([CH3:47])[O:46][B:42]([C:4]2[C:5]3[S:6][C:7]4[CH:13]=[CH:12][CH:11]=[CH:10][C:8]=4[C:9]=3[CH:1]=[C:2]([N:14]3[C:15]4[CH:16]=[CH:17][CH:18]=[CH:19][C:20]=4[C:21]4[C:26]3=[CH:25][CH:24]=[CH:23][CH:22]=4)[CH:3]=2)[O:43]1.